From a dataset of Catalyst prediction with 721,799 reactions and 888 catalyst types from USPTO. Predict which catalyst facilitates the given reaction. (1) Reactant: C([O:5][C:6]([C@H:8]1[CH2:12][CH2:11][CH2:10][N:9]1[C:13](=[O:42])[CH2:14][O:15][C:16]1[C:21]([F:22])=[C:20]([F:23])[C:19]([O:24][CH2:25][C:26]([N:28]2[CH2:32][CH2:31][CH2:30][C@@H:29]2[C:33]([O:35]C(C)(C)C)=[O:34])=[O:27])=[C:18]([F:40])[C:17]=1[F:41])=[O:7])(C)(C)C. Product: [C:6]([C@H:8]1[CH2:12][CH2:11][CH2:10][N:9]1[C:13](=[O:42])[CH2:14][O:15][C:16]1[C:17]([F:41])=[C:18]([F:40])[C:19]([O:24][CH2:25][C:26]([N:28]2[CH2:32][CH2:31][CH2:30][C@@H:29]2[C:33]([OH:35])=[O:34])=[O:27])=[C:20]([F:23])[C:21]=1[F:22])([OH:7])=[O:5]. The catalyst class is: 55. (2) Reactant: C(OC([N:11]1[CH2:15][C:14](=[O:16])[N:13]=[C:12]1[NH:17][C:18]([CH:20]1[CH2:22][CH2:21]1)=[O:19])=O)C1C=CC=CC=1.[N:23]1[C:32]2[C:27](=[N:28][C:29]([CH:33]=O)=[CH:30][CH:31]=2)[CH:26]=[CH:25][CH:24]=1.N1CCCCC1. Product: [N:28]1[C:27]2[C:32](=[N:23][CH:24]=[CH:25][CH:26]=2)[CH:31]=[CH:30][C:29]=1[CH:33]=[C:15]1[NH:11][C:12]([NH:17][C:18]([CH:20]2[CH2:21][CH2:22]2)=[O:19])=[N:13][C:14]1=[O:16]. The catalyst class is: 41. (3) Reactant: [O:1]=[C:2]1[NH:6][CH:5]([CH2:7][CH2:8][C:9]2[CH:14]=[CH:13][CH:12]=[CH:11][CH:10]=2)[C:4](=[O:15])[N:3]1[CH:16]([CH:20]([CH3:22])[CH3:21])[C:17](O)=[O:18].F[P-](F)(F)(F)(F)F.[N:30]1([O:39][P+](N(C)C)(N(C)C)N(C)C)C2C=CC=CC=2N=N1.CN1CCOCC1. Product: [O:1]=[C:2]1[NH:6][CH:5]([CH2:7][CH2:8][C:9]2[CH:14]=[CH:13][CH:12]=[CH:11][CH:10]=2)[C:4](=[O:15])[N:3]1[CH:16]([CH:20]([CH3:22])[CH3:21])[C:17]([NH:30][OH:39])=[O:18]. The catalyst class is: 3.